Dataset: Full USPTO retrosynthesis dataset with 1.9M reactions from patents (1976-2016). Task: Predict the reactants needed to synthesize the given product. Given the product [NH2:1][C:4]1[CH:5]=[CH:6][C:7]([NH:10][C:11]([NH:13][CH:14]([C:16]2[CH:17]=[CH:18][CH:19]=[CH:20][CH:21]=2)[CH3:15])=[O:12])=[CH:8][CH:9]=1, predict the reactants needed to synthesize it. The reactants are: [N+:1]([C:4]1[CH:9]=[CH:8][C:7]([NH:10][C:11]([NH:13][CH:14]([C:16]2[CH:21]=[CH:20][CH:19]=[CH:18][CH:17]=2)[CH3:15])=[O:12])=[CH:6][CH:5]=1)([O-])=O.O.O.Cl[Sn]Cl.O.